Dataset: Full USPTO retrosynthesis dataset with 1.9M reactions from patents (1976-2016). Task: Predict the reactants needed to synthesize the given product. (1) Given the product [F:22][C:23]1[CH:24]=[CH:25][C:26]([C:29]2[S:33][C:32]([CH3:34])=[N:31][C:30]=2[C:35]([N:3]2[CH2:4][C@H:5]3[C@H:1]([CH2:8][CH2:7][CH2:6]3)[C@H:2]2[CH2:9][NH:10][C:11]([C:13]2[N:20]3[C:16]([S:17][CH:18]=[CH:19]3)=[N:15][C:14]=2[CH3:21])=[O:12])=[O:36])=[CH:27][CH:28]=1, predict the reactants needed to synthesize it. The reactants are: [C@H:1]12[CH2:8][CH2:7][CH2:6][C@H:5]1[CH2:4][NH:3][C@@H:2]2[CH2:9][NH:10][C:11]([C:13]1[N:20]2[C:16]([S:17][CH:18]=[CH:19]2)=[N:15][C:14]=1[CH3:21])=[O:12].[F:22][C:23]1[CH:28]=[CH:27][C:26]([C:29]2[S:33][C:32]([CH3:34])=[N:31][C:30]=2[C:35](O)=[O:36])=[CH:25][CH:24]=1. (2) Given the product [C:20]([O:24][C:25](=[O:66])[NH:26][C:27]([C:29]1[S:30][C:31]([S:64][CH3:65])=[C:32]([S:34]([C:37]2[CH:38]=[C:39]([C:43]3[C:48]([CH3:49])=[CH:47][C:46]([NH:50][C:9]([NH:8][C:6]([O:5][C:1]([CH3:2])([CH3:3])[CH3:4])=[O:7])=[N:12][C:13]([O:15][C:16]([CH3:17])([CH3:18])[CH3:19])=[O:14])=[CH:45][C:44]=3[NH:51][C:52]([NH:54][CH2:55][CH2:56][NH:57][C:58]3[CH:63]=[CH:62][CH:61]=[CH:60][CH:59]=3)=[O:53])[CH:40]=[CH:41][CH:42]=2)(=[O:35])=[O:36])[CH:33]=1)=[NH:28])([CH3:22])([CH3:23])[CH3:21], predict the reactants needed to synthesize it. The reactants are: [C:1]([O:5][C:6]([NH:8][C:9](=[N:12][C:13]([O:15][C:16]([CH3:19])([CH3:18])[CH3:17])=[O:14])SC)=[O:7])([CH3:4])([CH3:3])[CH3:2].[C:20]([O:24][C:25](=[O:66])[NH:26][C:27]([C:29]1[S:30][C:31]([S:64][CH3:65])=[C:32]([S:34]([C:37]2[CH:38]=[C:39]([C:43]3[C:48]([CH3:49])=[CH:47][C:46]([NH2:50])=[CH:45][C:44]=3[NH:51][C:52]([NH:54][CH2:55][CH2:56][NH:57][C:58]3[CH:63]=[CH:62][CH:61]=[CH:60][CH:59]=3)=[O:53])[CH:40]=[CH:41][CH:42]=2)(=[O:36])=[O:35])[CH:33]=1)=[NH:28])([CH3:23])([CH3:22])[CH3:21].